From a dataset of NCI-60 drug combinations with 297,098 pairs across 59 cell lines. Regression. Given two drug SMILES strings and cell line genomic features, predict the synergy score measuring deviation from expected non-interaction effect. (1) Drug 1: C1CCC(C1)C(CC#N)N2C=C(C=N2)C3=C4C=CNC4=NC=N3. Drug 2: CCC1(CC2CC(C3=C(CCN(C2)C1)C4=CC=CC=C4N3)(C5=C(C=C6C(=C5)C78CCN9C7C(C=CC9)(C(C(C8N6C=O)(C(=O)OC)O)OC(=O)C)CC)OC)C(=O)OC)O.OS(=O)(=O)O. Cell line: OVCAR3. Synergy scores: CSS=52.4, Synergy_ZIP=12.0, Synergy_Bliss=9.45, Synergy_Loewe=-31.6, Synergy_HSA=6.19. (2) Drug 1: CCC1=CC2CC(C3=C(CN(C2)C1)C4=CC=CC=C4N3)(C5=C(C=C6C(=C5)C78CCN9C7C(C=CC9)(C(C(C8N6C)(C(=O)OC)O)OC(=O)C)CC)OC)C(=O)OC.C(C(C(=O)O)O)(C(=O)O)O. Drug 2: COC1=NC(=NC2=C1N=CN2C3C(C(C(O3)CO)O)O)N. Cell line: MDA-MB-435. Synergy scores: CSS=59.9, Synergy_ZIP=5.28, Synergy_Bliss=5.37, Synergy_Loewe=-37.0, Synergy_HSA=3.43. (3) Drug 1: CCCCCOC(=O)NC1=NC(=O)N(C=C1F)C2C(C(C(O2)C)O)O. Cell line: HOP-92. Synergy scores: CSS=10.8, Synergy_ZIP=-4.56, Synergy_Bliss=1.81, Synergy_Loewe=-5.83, Synergy_HSA=0.718. Drug 2: CC1=C(C(=O)C2=C(C1=O)N3CC4C(C3(C2COC(=O)N)OC)N4)N. (4) Drug 1: CS(=O)(=O)CCNCC1=CC=C(O1)C2=CC3=C(C=C2)N=CN=C3NC4=CC(=C(C=C4)OCC5=CC(=CC=C5)F)Cl. Drug 2: C1CN(P(=O)(OC1)NCCCl)CCCl. Cell line: OVCAR-4. Synergy scores: CSS=-0.604, Synergy_ZIP=1.18, Synergy_Bliss=1.27, Synergy_Loewe=-2.87, Synergy_HSA=-2.55.